This data is from Forward reaction prediction with 1.9M reactions from USPTO patents (1976-2016). The task is: Predict the product of the given reaction. (1) The product is: [NH2:6][C:5]1[CH:7]=[C:8]([OH:10])[CH:9]=[C:3]([O:2][CH3:1])[CH:4]=1. Given the reactants [CH3:1][O:2][C:3]1[CH:4]=[C:5]([CH:7]=[C:8]([O:10]C)[CH:9]=1)[NH2:6].C[S-].[Na+], predict the reaction product. (2) Given the reactants [CH3:1][S:2]([O:5]S(C)(=O)=O)(=[O:4])=[O:3].[CH3:10][C@@H:11](O)[CH2:12][CH3:13].C(N(CC)CC)C, predict the reaction product. The product is: [CH3:1][S:2]([O:5][C@H:11]([CH3:10])[CH2:12][CH3:13])(=[O:4])=[O:3]. (3) The product is: [C:13]([N:1]1[CH:5]=[CH:4][C:3](=[O:6])[NH:2]1)(=[O:15])[CH3:14]. Given the reactants [NH:1]1[CH:5]=[CH:4][C:3](=[O:6])[NH:2]1.N1C=CC=CC=1.[C:13](OC(=O)C)(=[O:15])[CH3:14], predict the reaction product. (4) Given the reactants [Br:1][C:2]1[CH:3]=[C:4]2[C:8](=[CH:9][CH:10]=1)[N:7]([S:11]([C:14]1[CH:19]=[CH:18][CH:17]=[CH:16][CH:15]=1)(=[O:13])=[O:12])[C:6]([C:20]([O:22][CH2:23][CH3:24])=[O:21])=[C:5]2[S:25](Cl)(=[O:27])=[O:26].[NH2:29][CH2:30][CH2:31][CH2:32][NH:33][C:34](=[O:40])[O:35][C:36]([CH3:39])([CH3:38])[CH3:37], predict the reaction product. The product is: [Br:1][C:2]1[CH:3]=[C:4]2[C:8](=[CH:9][CH:10]=1)[N:7]([S:11]([C:14]1[CH:19]=[CH:18][CH:17]=[CH:16][CH:15]=1)(=[O:13])=[O:12])[C:6]([C:20]([O:22][CH2:23][CH3:24])=[O:21])=[C:5]2[S:25]([NH:29][CH2:30][CH2:31][CH2:32][NH:33][C:34]([O:35][C:36]([CH3:39])([CH3:38])[CH3:37])=[O:40])(=[O:27])=[O:26].